Dataset: Forward reaction prediction with 1.9M reactions from USPTO patents (1976-2016). Task: Predict the product of the given reaction. (1) Given the reactants [NH2:1][C:2]1[C:3]([CH3:19])=[N:4][C:5]([CH3:18])=[CH:6][C:7]=1[NH:8][C:9]1[CH:14]=[CH:13][C:12]([CH2:15][CH2:16][OH:17])=[CH:11][CH:10]=1.[C:20]([OH:28])(=O)[C:21]1[CH:26]=[CH:25][CH:24]=[CH:23][CH:22]=1.[C:29](O[C:29](=O)[C:30]1[CH:35]=[CH:34][CH:33]=[CH:32][CH:31]=1)(=O)[C:30]1[CH:35]=[CH:34][CH:33]=[CH:32][CH:31]=1, predict the reaction product. The product is: [C:20]([O:17][CH2:16][CH2:15][C:12]1[CH:13]=[CH:14][C:9]([N:8]2[C:7]3[CH:6]=[C:5]([CH3:18])[N:4]=[C:3]([CH3:19])[C:2]=3[N:1]=[C:29]2[C:30]2[CH:35]=[CH:34][CH:33]=[CH:32][CH:31]=2)=[CH:10][CH:11]=1)(=[O:28])[C:21]1[CH:22]=[CH:23][CH:24]=[CH:25][CH:26]=1. (2) Given the reactants [Br:1][C:2]1[CH:3]=[C:4]2[CH2:12][CH2:11][C:10]3[CH:13]=[C:14]([Cl:17])[CH:15]=[CH:16][C:9]=3[CH:8]([N:18]3[CH2:23][CH2:22][N:21]([C:24]([O:26][C:27]([CH3:30])([CH3:29])[CH3:28])=[O:25])[C@@H:20]([C:31]([OH:33])=O)[CH2:19]3)[C:5]2=[N:6][CH:7]=1.Cl.CN(C)[CH2:37][CH2:38][CH2:39][N:40]=[C:41]=[N:42][CH2:43][CH3:44].O[N:47]1[C:51]2C=[CH:53][CH:54]=[CH:55][C:50]=2N=N1.CN1CCOCC1, predict the reaction product. The product is: [Br:1][C:2]1[CH:3]=[C:4]2[CH2:12][CH2:11][C:10]3[CH:13]=[C:14]([Cl:17])[CH:15]=[CH:16][C:9]=3[CH:8]([N:18]3[CH2:23][CH2:22][N:21]([C:24]([O:26][C:27]([CH3:28])([CH3:30])[CH3:29])=[O:25])[C@@H:20]([C:31]([N:47]4[CH2:53][CH2:54][CH2:55][CH2:50][CH:51]4[CH2:37][CH2:38][CH2:39][N:40]4[CH:44]=[CH:43][N:42]=[CH:41]4)=[O:33])[CH2:19]3)[C:5]2=[N:6][CH:7]=1. (3) Given the reactants [F:1][C:2]([F:11])([F:10])[CH2:3][CH2:4][CH:5]([C:8]#[N:9])[C:6]#[N:7].[CH2:12]([O:19][CH2:20][CH2:21][CH2:22][CH2:23][CH2:24]Br)[C:13]1[CH:18]=[CH:17][CH:16]=[CH:15][CH:14]=1.[I-].[K+].C(=O)([O-])[O-].[K+].[K+].Cl, predict the reaction product. The product is: [CH2:12]([O:19][CH2:20][CH2:21][CH2:22][CH2:23][CH2:24][C:5]([CH2:4][CH2:3][C:2]([F:10])([F:11])[F:1])([C:8]#[N:9])[C:6]#[N:7])[C:13]1[CH:18]=[CH:17][CH:16]=[CH:15][CH:14]=1.